Dataset: Reaction yield outcomes from USPTO patents with 853,638 reactions. Task: Predict the reaction yield, written as a fraction of the theoretical maximum amount of product (1.0 means a 100% yield; for example, 0.34 means a 34% yield). (1) The reactants are C(OC(=O)[NH:7][CH2:8][CH2:9][NH:10][C:11]([C:13]1[S:29][C:16]2=[N:17][C:18]3[C:23]([CH:24]=[C:15]2[CH:14]=1)=[CH:22][C:21]([C:25]([CH3:28])([CH3:27])[CH3:26])=[CH:20][CH:19]=3)=[O:12])(C)(C)C.FC(F)(F)C(O)=O. The catalyst is C(Cl)Cl. The product is [NH2:7][CH2:8][CH2:9][NH:10][C:11]([C:13]1[S:29][C:16]2=[N:17][C:18]3[C:23]([CH:24]=[C:15]2[CH:14]=1)=[CH:22][C:21]([C:25]([CH3:27])([CH3:26])[CH3:28])=[CH:20][CH:19]=3)=[O:12]. The yield is 0.970. (2) The reactants are [CH2:1]([O:8][C:9]1[C:10]([C:41]([OH:43])=O)=[N:11][C:12]([C:15]2[C:16]([N:35]([CH3:40])[S:36]([CH3:39])(=[O:38])=[O:37])=[CH:17][C:18]3[O:22][C:21]([C:23]4[CH:28]=[CH:27][C:26]([F:29])=[CH:25][CH:24]=4)=[C:20]([C:30](=[O:33])[NH:31][CH3:32])[C:19]=3[CH:34]=2)=[CH:13][CH:14]=1)[C:2]1[CH:7]=[CH:6][CH:5]=[CH:4][CH:3]=1.CN1CCOCC1.C(OC(Cl)=O)C.[F:57][C:58]1[CH:63]=[CH:62][C:61]([C@H:64]([NH2:66])[CH3:65])=[CH:60][CH:59]=1. The catalyst is C1COCC1. The product is [CH2:1]([O:8][C:9]1[C:10]([C:41]([NH:66][C@@H:64]([C:61]2[CH:62]=[CH:63][C:58]([F:57])=[CH:59][CH:60]=2)[CH3:65])=[O:43])=[N:11][C:12]([C:15]2[C:16]([N:35]([CH3:40])[S:36]([CH3:39])(=[O:37])=[O:38])=[CH:17][C:18]3[O:22][C:21]([C:23]4[CH:24]=[CH:25][C:26]([F:29])=[CH:27][CH:28]=4)=[C:20]([C:30](=[O:33])[NH:31][CH3:32])[C:19]=3[CH:34]=2)=[CH:13][CH:14]=1)[C:2]1[CH:3]=[CH:4][CH:5]=[CH:6][CH:7]=1. The yield is 0.760. (3) The reactants are [N+:1]([C:4]1[CH:5]=[C:6](O)[CH:7]=[CH:8][CH:9]=1)([O-:3])=[O:2].C([O-])([O-])=[O:12].[K+].[K+].Br[CH2:18][C:19]([O:21][CH2:22][CH3:23])=[O:20]. The catalyst is CC(C)=O. The product is [N+:1]([C:4]1[CH:5]=[CH:6][C:7]([O:12][CH2:18][C:19]([O:21][CH2:22][CH3:23])=[O:20])=[CH:8][CH:9]=1)([O-:3])=[O:2]. The yield is 0.920. (4) The reactants are C(OC([N:11]1[CH2:23][C:14]2[S:15][C:16]3[NH:17][CH2:18][N:19]=[C:20](Cl)[C:21]=3[C:13]=2[CH2:12]1)=O)C1C=CC=CC=1.C(OC(N1CCC2C3C(Cl)=NC=NC=3SC=2C1)=O)(C)(C)C.[F:45][C:46]1[CH:52]=[CH:51][C:49]([NH2:50])=[C:48]([O:53][CH:54]2[CH2:59][CH2:58][O:57][CH2:56][CH2:55]2)[CH:47]=1.C1(C)C=CC(S(O)(=O)=O)=CC=1. The catalyst is O1CCOCC1. The product is [F:45][C:46]1[CH:52]=[CH:51][C:49]([NH:50][C:20]2[C:21]3[C:13]4[CH2:12][NH:11][CH2:23][C:14]=4[S:15][C:16]=3[NH:17][CH2:18][N:19]=2)=[C:48]([O:53][CH:54]2[CH2:59][CH2:58][O:57][CH2:56][CH2:55]2)[CH:47]=1. The yield is 0.100. (5) The reactants are C[O:2][C:3]([CH:5]1[CH:9]([C:10]2[CH:15]=[CH:14][C:13]([F:16])=[CH:12][CH:11]=2)[CH2:8][N:7]([C:17]([O:19][C:20]([CH3:23])([CH3:22])[CH3:21])=[O:18])[CH2:6]1)=[O:4].Cl.[OH-].[Na+].C(OC(OC(C)(C)C)=O)(OC(C)(C)C)=O. The catalyst is O1CCOCC1. The product is [C:20]([O:19][C:17]([N:7]1[CH2:8][CH:9]([C:10]2[CH:11]=[CH:12][C:13]([F:16])=[CH:14][CH:15]=2)[CH:5]([C:3]([OH:4])=[O:2])[CH2:6]1)=[O:18])([CH3:23])([CH3:21])[CH3:22]. The yield is 0.910. (6) The reactants are [F:1][CH:2]([F:17])[CH2:3][NH:4][CH:5]1[CH2:11][CH2:10][C:9]2[CH:12]=[C:13]([NH2:16])[CH:14]=[CH:15][C:8]=2[CH2:7][CH2:6]1.Cl[C:19]1[N:24]=[C:23]([NH:25][C@@H:26]2[C@@H:31]3[CH2:32][C@@H:28]([CH:29]=[CH:30]3)[C@@H:27]2[C:33]([NH2:35])=[O:34])[C:22]([Cl:36])=[CH:21][N:20]=1. No catalyst specified. The product is [Cl:36][C:22]1[C:23]([NH:25][C@@H:26]2[C@@H:31]3[CH2:32][C@@H:28]([CH:29]=[CH:30]3)[C@@H:27]2[C:33]([NH2:35])=[O:34])=[N:24][C:19]([NH:16][C:13]2[CH:14]=[CH:15][C:8]3[CH2:7][CH2:6][CH:5]([NH:4][CH2:3][CH:2]([F:17])[F:1])[CH2:11][CH2:10][C:9]=3[CH:12]=2)=[N:20][CH:21]=1. The yield is 0.517.